This data is from Retrosynthesis with 50K atom-mapped reactions and 10 reaction types from USPTO. The task is: Predict the reactants needed to synthesize the given product. (1) Given the product COC(=O)c1c(Cc2ccc(C(=O)O)nc2)c(=O)c2ccc(C)nc2n1-c1ccccc1, predict the reactants needed to synthesize it. The reactants are: COC(=O)c1ccc(Cc2c(C(=O)OC)n(-c3ccccc3)c3nc(C)ccc3c2=O)cn1. (2) Given the product Cc1cscc1NC(=S)Nc1cc(Cl)c(Cl)cc1N, predict the reactants needed to synthesize it. The reactants are: Cc1cscc1N=C=S.Nc1cc(Cl)c(Cl)cc1N.